From a dataset of Full USPTO retrosynthesis dataset with 1.9M reactions from patents (1976-2016). Predict the reactants needed to synthesize the given product. Given the product [Cl:1][C:2]1[N:3]=[C:4]([N:12]2[CH2:17][CH2:16][O:15][CH2:14][CH2:13]2)[C:5]2[S:10][C:9]([NH:11][C:18](=[O:21])[CH2:19][CH3:20])=[CH:8][C:6]=2[N:7]=1, predict the reactants needed to synthesize it. The reactants are: [Cl:1][C:2]1[N:3]=[C:4]([N:12]2[CH2:17][CH2:16][O:15][CH2:14][CH2:13]2)[C:5]2[S:10][C:9]([NH2:11])=[CH:8][C:6]=2[N:7]=1.[C:18](Cl)(=[O:21])[CH2:19][CH3:20].